Dataset: NCI-60 drug combinations with 297,098 pairs across 59 cell lines. Task: Regression. Given two drug SMILES strings and cell line genomic features, predict the synergy score measuring deviation from expected non-interaction effect. (1) Drug 1: C1=CC(=C2C(=C1NCCNCCO)C(=O)C3=C(C=CC(=C3C2=O)O)O)NCCNCCO. Drug 2: C(CC(=O)O)C(=O)CN.Cl. Cell line: TK-10. Synergy scores: CSS=31.2, Synergy_ZIP=0.662, Synergy_Bliss=-0.258, Synergy_Loewe=-18.0, Synergy_HSA=-0.0355. (2) Drug 1: C1=CC(=CC=C1CC(C(=O)O)N)N(CCCl)CCCl.Cl. Drug 2: CCN(CC)CCNC(=O)C1=C(NC(=C1C)C=C2C3=C(C=CC(=C3)F)NC2=O)C. Cell line: MOLT-4. Synergy scores: CSS=41.5, Synergy_ZIP=-0.497, Synergy_Bliss=-0.305, Synergy_Loewe=-8.48, Synergy_HSA=-1.07. (3) Drug 1: C1=CC(=CC=C1CCC2=CNC3=C2C(=O)NC(=N3)N)C(=O)NC(CCC(=O)O)C(=O)O. Drug 2: CN(C(=O)NC(C=O)C(C(C(CO)O)O)O)N=O. Cell line: OVCAR-8. Synergy scores: CSS=16.7, Synergy_ZIP=-10.1, Synergy_Bliss=-13.9, Synergy_Loewe=-33.7, Synergy_HSA=-13.3.